This data is from Drug-target binding data from BindingDB using Ki measurements. The task is: Regression. Given a target protein amino acid sequence and a drug SMILES string, predict the binding affinity score between them. We predict pKi (pKi = -log10(Ki in M); higher means stronger inhibition). Dataset: bindingdb_ki. (1) The drug is Cc1c(O)cc(CC(=O)c2ccccc2)oc1=O. The target protein (P00772) has sequence MLRLLVVASLVLYGHSTQDFPETNARVVGGTEAQRNSWPSQISLQYRSGSSWAHTCGGTLIRQNWVMTAAHCVDRELTFRVVVGEHNLNQNDGTEQYVGVQKIVVHPYWNTDDVAAGYDIALLRLAQSVTLNSYVQLGVLPRAGTILANNSPCYITGWGLTRTNGQLAQTLQQAYLPTVDYAICSSSSYWGSTVKNSMVCAGGDGVRSGCQGDSGGPLHCLVNGQYAVHGVTSFVSRLGCNVTRKPTVFTRVSAYISWINNVIASN. The pKi is 2.7. (2) The compound is CCC(C)C(NC(=O)C(CO)NC(=O)C(CC(N)=O)NC(=O)C(CC(C)C)NC(=O)C(Cc1ccc(O)cc1)NC(=O)C(CCCCN)NC(=O)C(CCCCN)NC(=O)C(NC(=O)C(C)NC(=O)C(CCSC)NC(=O)C(CCC(N)=O)NC(=O)C(CCCCN)NC(=O)C(CCCN=C(N)N)NC(=O)C(CC(C)C)NC(=O)C(CCCN=C(N)N)NC(=O)C(NC(=O)C(Cc1ccc(O)cc1)NC(=O)C(CC(N)=O)NC(=O)C(CC(=O)O)NC(=O)C(NC(=O)C(Cc1ccccc1)NC(=O)C(NC(=O)C(C)NC(=O)C(CC(=O)O)NC(=O)C(CO)NC(=O)C(N)Cc1cnc[nH]1)C(C)C)C(C)O)C(C)O)C(C)C)C(=O)NC(CC(C)C)C(=O)NC(CC(N)=O)C(=O)O. The target protein (P32241) has sequence MRPPSPLPARWLCVLAGALAWALGPAGGQAARLQEECDYVQMIEVQHKQCLEEAQLENETIGCSKMWDNLTCWPATPRGQVVVLACPLIFKLFSSIQGRNVSRSCTDEGWTHLEPGPYPIACGLDDKAASLDEQQTMFYGSVKTGYTIGYGLSLATLLVATAILSLFRKLHCTRNYIHMHLFISFILRAAAVFIKDLALFDSGESDQCSEGSVGCKAAMVFFQYCVMANFFWLLVEGLYLYTLLAVSFFSERKYFWGYILIGWGVPSTFTMVWTIARIHFEDYGCWDTINSSLWWIIKGPILTSILVNFILFICIIRILLQKLRPPDIRKSDSSPYSRLARSTLLLIPLFGVHYIMFAFFPDNFKPEVKMVFELVVGSFQGFVVAILYCFLNGEVQAELRRKWRRWHLQGVLGWNPKYRHPSGGSNGATCSTQVSMLTRVSPGARRSSSFQAEVSLV. The pKi is 8.7.